This data is from Forward reaction prediction with 1.9M reactions from USPTO patents (1976-2016). The task is: Predict the product of the given reaction. The product is: [N:3]1[C:11]2[CH:10]=[CH:9][N:8]=[CH:7][C:6]=2[O:5][C:4]=1[NH:12][CH:13]1[CH2:18][CH2:17][N:16]([CH2:30][C:28]2[NH:29][C:25]([C:19]3[CH:20]=[CH:21][CH:22]=[CH:23][CH:24]=3)=[N:26][CH:27]=2)[CH2:15][CH2:14]1. Given the reactants Cl.Cl.[N:3]1[C:11]2[CH:10]=[CH:9][N:8]=[CH:7][C:6]=2[O:5][C:4]=1[NH:12][CH:13]1[CH2:18][CH2:17][NH:16][CH2:15][CH2:14]1.[C:19]1([C:25]2[NH:26][CH:27]=[C:28]([CH:30]=O)[N:29]=2)[CH:24]=[CH:23][CH:22]=[CH:21][CH:20]=1.C(N(C(C)C)C(C)C)C.C(O)(=O)C.C([BH3-])#N.[Na+], predict the reaction product.